From a dataset of Full USPTO retrosynthesis dataset with 1.9M reactions from patents (1976-2016). Predict the reactants needed to synthesize the given product. (1) The reactants are: C(OC(=O)[N:7]=[C:8]1[N:12]([CH2:13][C:14]2[CH:19]=[CH:18][CH:17]=[C:16]([Br:20])[CH:15]=2)[C:11]2[CH:21]=[CH:22][CH:23]=[CH:24][C:10]=2[N:9]1[CH2:25][CH2:26][CH2:27][O:28][C:29]1[CH:34]=[CH:33][CH:32]=[C:31]([C:35]([NH:37][S:38]([CH3:41])(=[O:40])=[O:39])=[O:36])[CH:30]=1)(C)(C)C.Cl. Given the product [Br:20][C:16]1[CH:15]=[C:14]([CH:19]=[CH:18][CH:17]=1)[CH2:13][N:12]1[C:11]2[CH:21]=[CH:22][CH:23]=[CH:24][C:10]=2[N:9]([CH2:25][CH2:26][CH2:27][O:28][C:29]2[CH:30]=[C:31]([CH:32]=[CH:33][CH:34]=2)[C:35]([NH:37][S:38]([CH3:41])(=[O:40])=[O:39])=[O:36])[C:8]1=[NH:7], predict the reactants needed to synthesize it. (2) The reactants are: [F:1][C:2]1[CH:7]=[CH:6][C:5]([C:8]2([C:18]#N)[CH2:17][CH2:16][C:11]3([O:15][CH2:14][CH2:13][O:12]3)[CH2:10][CH2:9]2)=[CH:4][CH:3]=1.[OH-:20].[K+].[OH2:22].Cl. Given the product [F:1][C:2]1[CH:7]=[CH:6][C:5]([C:8]2([C:18]([OH:22])=[O:20])[CH2:17][CH2:16][C:11]3([O:15][CH2:14][CH2:13][O:12]3)[CH2:10][CH2:9]2)=[CH:4][CH:3]=1, predict the reactants needed to synthesize it. (3) The reactants are: [C:1]([O:5][C:6](=[O:25])[NH:7][C:8]1[CH2:9][O:10][CH2:11][C@:12]([C:17]2[CH:22]=[C:21]([NH2:23])[CH:20]=[CH:19][C:18]=2[F:24])([CH:14]([F:16])[F:15])[N:13]=1)([CH3:4])([CH3:3])[CH3:2].[C:26]([C:28]1[CH:29]=[CH:30][C:31]([C:34](O)=[O:35])=[N:32][CH:33]=1)#[N:27].C1C=C2N=NN(O)C2=CC=1.O.C(Cl)CCl. Given the product [C:1]([O:5][C:6](=[O:25])[NH:7][C:8]1[CH2:9][O:10][CH2:11][C@:12]([C:17]2[CH:22]=[C:21]([NH:23][C:34]([C:31]3[CH:30]=[CH:29][C:28]([C:26]#[N:27])=[CH:33][N:32]=3)=[O:35])[CH:20]=[CH:19][C:18]=2[F:24])([CH:14]([F:16])[F:15])[N:13]=1)([CH3:4])([CH3:2])[CH3:3], predict the reactants needed to synthesize it. (4) Given the product [NH2:1][C:2]1[C:3]([C:16]([OH:18])=[O:17])=[N:4][C:5]([C:12]([F:15])([F:14])[F:13])=[C:6]([C:8]([F:9])([F:10])[F:11])[N:7]=1, predict the reactants needed to synthesize it. The reactants are: [NH2:1][C:2]1[C:3]([C:16]([O:18]CC)=[O:17])=[N:4][C:5]([C:12]([F:15])([F:14])[F:13])=[C:6]([C:8]([F:11])([F:10])[F:9])[N:7]=1.[OH-].[Na+].O.Cl. (5) Given the product [O:24]1[C:28]2[CH:29]=[CH:30][C:31]([C:2]3[CH:3]=[C:4]([CH:19]=[CH:20][C:21]=3[O:22][CH3:23])[C:5]([NH:7][C:8]3[CH:13]=[CH:12][C:11]([O:14][C:15]([F:18])([F:17])[F:16])=[CH:10][CH:9]=3)=[O:6])=[CH:32][C:27]=2[O:26][CH2:25]1, predict the reactants needed to synthesize it. The reactants are: Br[C:2]1[CH:3]=[C:4]([CH:19]=[CH:20][C:21]=1[O:22][CH3:23])[C:5]([NH:7][C:8]1[CH:13]=[CH:12][C:11]([O:14][C:15]([F:18])([F:17])[F:16])=[CH:10][CH:9]=1)=[O:6].[O:24]1[C:28]2[CH:29]=[CH:30][C:31](B(O)O)=[CH:32][C:27]=2[O:26][CH2:25]1.C([O-])([O-])=O.[Na+].[Na+].COCCOC.